The task is: Predict the reactants needed to synthesize the given product.. This data is from Full USPTO retrosynthesis dataset with 1.9M reactions from patents (1976-2016). (1) Given the product [Cl:18][C:17]1[CH:16]=[CH:15][C:14]([NH:19][C:20](=[O:32])[C:21]2[CH:26]=[CH:25][CH:24]=[C:23]([C:27]([C:30]#[N:31])([CH3:28])[CH3:29])[CH:22]=2)=[CH:13][C:12]=1[O:11][C:6]1[N:5]=[C:4]2[S:3][C:2]([NH:1][C:36]([CH:33]3[CH2:35][CH2:34]3)=[O:37])=[N:10][C:9]2=[CH:8][CH:7]=1, predict the reactants needed to synthesize it. The reactants are: [NH2:1][C:2]1[S:3][C:4]2[C:9]([N:10]=1)=[CH:8][CH:7]=[C:6]([O:11][C:12]1[CH:13]=[C:14]([NH:19][C:20](=[O:32])[C:21]3[CH:26]=[CH:25][CH:24]=[C:23]([C:27]([C:30]#[N:31])([CH3:29])[CH3:28])[CH:22]=3)[CH:15]=[CH:16][C:17]=1[Cl:18])[N:5]=2.[CH:33]1([C:36](Cl)=[O:37])[CH2:35][CH2:34]1. (2) Given the product [Cl:1][C:2]1[N:7]=[C:6]([N:8]2[CH:12]([C:13]3[CH:14]=[CH:15][CH:16]=[CH:17][CH:18]=3)[C:11]3([CH2:19][O:25][CH2:26]3)[O:10][C:9]2=[O:24])[CH:5]=[CH:4][N:3]=1, predict the reactants needed to synthesize it. The reactants are: [Cl:1][C:2]1[N:7]=[C:6]([N:8]2[CH:12]([C:13]3[CH:18]=[CH:17][CH:16]=[CH:15][CH:14]=3)[C:11]3(CCOC[CH2:19]3)[O:10][C:9]2=[O:24])[CH:5]=[CH:4][N:3]=1.[O:25]1CC(=O)[CH2:26]1.